From a dataset of Reaction yield outcomes from USPTO patents with 853,638 reactions. Predict the reaction yield, written as a fraction of the theoretical maximum amount of product (1.0 means a 100% yield; for example, 0.34 means a 34% yield). (1) The reactants are C[O:2][C:3]([C:5]1[N:13]=[CH:12][N:11]=[C:10]2[C:6]=1[N:7]=[CH:8][N:9]2[C:14]1[CH:19]=[CH:18][C:17]([NH:20][C:21]([NH:23][C:24]2[CH:29]=[CH:28][C:27]([Cl:30])=[C:26]([C:31]([F:34])([F:33])[F:32])[CH:25]=2)=[O:22])=[CH:16][CH:15]=1)=[O:4].[OH-].[Na+].Cl. The catalyst is CO. The product is [Cl:30][C:27]1[CH:28]=[CH:29][C:24]([NH:23][C:21](=[O:22])[NH:20][C:17]2[CH:18]=[CH:19][C:14]([N:9]3[CH:8]=[N:7][C:6]4[C:10]3=[N:11][CH:12]=[N:13][C:5]=4[C:3]([OH:4])=[O:2])=[CH:15][CH:16]=2)=[CH:25][C:26]=1[C:31]([F:34])([F:32])[F:33]. The yield is 0.690. (2) The reactants are [Cl:1][C:2]1[CH:7]=[CH:6][CH:5]=[C:4]([F:8])[C:3]=1[C:9]#[C:10][Si](C)(C)C.C(=O)([O-])[O-].[K+].[K+]. The catalyst is CO.ClCCl.O. The product is [Cl:1][C:2]1[CH:7]=[CH:6][CH:5]=[C:4]([F:8])[C:3]=1[C:9]#[CH:10]. The yield is 0.850.